From a dataset of Peptide-MHC class I binding affinity with 185,985 pairs from IEDB/IMGT. Regression. Given a peptide amino acid sequence and an MHC pseudo amino acid sequence, predict their binding affinity value. This is MHC class I binding data. The peptide sequence is TPKIRFWHV. The MHC is HLA-B57:01 with pseudo-sequence HLA-B57:01. The binding affinity (normalized) is 0.0847.